This data is from NCI-60 drug combinations with 297,098 pairs across 59 cell lines. The task is: Regression. Given two drug SMILES strings and cell line genomic features, predict the synergy score measuring deviation from expected non-interaction effect. (1) Drug 1: CS(=O)(=O)CCNCC1=CC=C(O1)C2=CC3=C(C=C2)N=CN=C3NC4=CC(=C(C=C4)OCC5=CC(=CC=C5)F)Cl. Drug 2: C1=CN(C=N1)CC(O)(P(=O)(O)O)P(=O)(O)O. Cell line: PC-3. Synergy scores: CSS=-4.77, Synergy_ZIP=3.91, Synergy_Bliss=4.00, Synergy_Loewe=-4.01, Synergy_HSA=-4.01. (2) Drug 1: COC1=C(C=C2C(=C1)N=CN=C2NC3=CC(=C(C=C3)F)Cl)OCCCN4CCOCC4. Drug 2: C1C(C(OC1N2C=NC3=C2NC=NCC3O)CO)O. Cell line: RPMI-8226. Synergy scores: CSS=38.3, Synergy_ZIP=8.12, Synergy_Bliss=8.59, Synergy_Loewe=-0.749, Synergy_HSA=8.15. (3) Drug 1: CN1CCC(CC1)COC2=C(C=C3C(=C2)N=CN=C3NC4=C(C=C(C=C4)Br)F)OC. Drug 2: C1CCC(C(C1)N)N.C(=O)(C(=O)[O-])[O-].[Pt+4]. Cell line: MDA-MB-231. Synergy scores: CSS=17.5, Synergy_ZIP=-4.34, Synergy_Bliss=2.16, Synergy_Loewe=3.58, Synergy_HSA=4.24. (4) Drug 1: CCCS(=O)(=O)NC1=C(C(=C(C=C1)F)C(=O)C2=CNC3=C2C=C(C=N3)C4=CC=C(C=C4)Cl)F. Drug 2: CN1C(=O)N2C=NC(=C2N=N1)C(=O)N. Cell line: U251. Synergy scores: CSS=0.652, Synergy_ZIP=-3.12, Synergy_Bliss=-6.88, Synergy_Loewe=-10.8, Synergy_HSA=-6.34. (5) Drug 1: C1=NC2=C(N=C(N=C2N1C3C(C(C(O3)CO)O)O)F)N. Drug 2: B(C(CC(C)C)NC(=O)C(CC1=CC=CC=C1)NC(=O)C2=NC=CN=C2)(O)O. Cell line: HOP-62. Synergy scores: CSS=58.3, Synergy_ZIP=-1.89, Synergy_Bliss=-5.11, Synergy_Loewe=-17.0, Synergy_HSA=-5.66. (6) Synergy scores: CSS=35.0, Synergy_ZIP=6.46, Synergy_Bliss=8.13, Synergy_Loewe=-6.42, Synergy_HSA=8.61. Cell line: SK-OV-3. Drug 2: CC1CCC2CC(C(=CC=CC=CC(CC(C(=O)C(C(C(=CC(C(=O)CC(OC(=O)C3CCCCN3C(=O)C(=O)C1(O2)O)C(C)CC4CCC(C(C4)OC)O)C)C)O)OC)C)C)C)OC. Drug 1: CS(=O)(=O)C1=CC(=C(C=C1)C(=O)NC2=CC(=C(C=C2)Cl)C3=CC=CC=N3)Cl.